From a dataset of Catalyst prediction with 721,799 reactions and 888 catalyst types from USPTO. Predict which catalyst facilitates the given reaction. (1) Reactant: Cl.[CH3:2][NH2:3].[C:4]([C:6]1[CH:7]=[C:8]([S:12](Cl)(=[O:14])=[O:13])[CH:9]=[CH:10][CH:11]=1)#[N:5].Cl. Product: [C:4]([C:6]1[CH:7]=[C:8]([S:12]([NH:3][CH3:2])(=[O:14])=[O:13])[CH:9]=[CH:10][CH:11]=1)#[N:5]. The catalyst class is: 17. (2) Reactant: [NH2:1][C:2]1[CH:3]=[C:4]([NH:8][C:9]2[C:14]([F:15])=[CH:13][N:12]=[C:11]([NH:16][C:17]3[CH:22]=[CH:21][C:20]([O:23][CH2:24][O:25][CH2:26][CH2:27][O:28][CH3:29])=[CH:19][CH:18]=3)[N:10]=2)[CH:5]=[CH:6][CH:7]=1.[C:30](Cl)(=[O:33])[CH:31]=[CH2:32].C(Cl)(Cl)Cl.CO.C(=O)(O)[O-].[Na+]. Product: [F:15][C:14]1[C:9]([NH:8][C:4]2[CH:3]=[C:2]([NH:1][C:30](=[O:33])[CH:31]=[CH2:32])[CH:7]=[CH:6][CH:5]=2)=[N:10][C:11]([NH:16][C:17]2[CH:22]=[CH:21][C:20]([O:23][CH2:24][O:25][CH2:26][CH2:27][O:28][CH3:29])=[CH:19][CH:18]=2)=[N:12][CH:13]=1. The catalyst class is: 34. (3) Reactant: [CH2:1]([C:8]1(Br)[CH2:20][CH2:19][C:18]2[C:17]3[C:12](=[CH:13][CH:14]=[C:15]([Cl:22])[C:16]=3[Cl:21])[NH:11][C:10]=2[C:9]1=[O:23])[C:2]1[CH:7]=[CH:6][CH:5]=[CH:4][CH:3]=1.[Li+].[Br-]. Product: [CH2:1]([C:8]1[CH:20]=[CH:19][C:18]2[C:17]3[C:12](=[CH:13][CH:14]=[C:15]([Cl:22])[C:16]=3[Cl:21])[NH:11][C:10]=2[C:9]=1[OH:23])[C:2]1[CH:3]=[CH:4][CH:5]=[CH:6][CH:7]=1. The catalyst class is: 18.